From a dataset of NCI-60 drug combinations with 297,098 pairs across 59 cell lines. Regression. Given two drug SMILES strings and cell line genomic features, predict the synergy score measuring deviation from expected non-interaction effect. (1) Drug 1: CC(C1=C(C=CC(=C1Cl)F)Cl)OC2=C(N=CC(=C2)C3=CN(N=C3)C4CCNCC4)N. Drug 2: CN(CC1=CN=C2C(=N1)C(=NC(=N2)N)N)C3=CC=C(C=C3)C(=O)NC(CCC(=O)O)C(=O)O. Cell line: MDA-MB-435. Synergy scores: CSS=27.3, Synergy_ZIP=-3.06, Synergy_Bliss=3.79, Synergy_Loewe=-0.587, Synergy_HSA=0.0173. (2) Drug 1: CCCS(=O)(=O)NC1=C(C(=C(C=C1)F)C(=O)C2=CNC3=C2C=C(C=N3)C4=CC=C(C=C4)Cl)F. Drug 2: CC=C1C(=O)NC(C(=O)OC2CC(=O)NC(C(=O)NC(CSSCCC=C2)C(=O)N1)C(C)C)C(C)C. Cell line: PC-3. Synergy scores: CSS=16.7, Synergy_ZIP=-1.40, Synergy_Bliss=-5.53, Synergy_Loewe=-52.8, Synergy_HSA=-6.58.